Dataset: Reaction yield outcomes from USPTO patents with 853,638 reactions. Task: Predict the reaction yield, written as a fraction of the theoretical maximum amount of product (1.0 means a 100% yield; for example, 0.34 means a 34% yield). (1) The reactants are [Cl:1][C:2]1[CH:3]=[C:4]2[C:9](=[CH:10][CH:11]=1)[C@@:8]1([CH2:17][O:16][C:15]3[CH:18]=[CH:19][C:20]([C:22]([OH:24])=[O:23])=[CH:21][C:14]=3[N:13]([CH2:25][C@@H:26]3[CH2:29][CH2:28][C@H:27]3[C@@H:30]([OH:36])/C=C/CCC)[CH2:12]1)[CH2:7][CH2:6][CH2:5]2.[CH3:37][C:38]([CH3:47])([CH2:44][CH:45]=[CH2:46])[CH2:39][S:40]([NH2:43])(=[O:42])=[O:41]. The catalyst is ClCCCl.C1(C)C=C(C)C=C(C)C=1N1CCN(C2C(C)=CC(C)=CC=2C)C1=[Ru](Cl)(Cl)=CC1C=CC=CC=1OC(C)C. The product is [Cl:1][C:2]1[CH:3]=[C:4]2[C:9](=[CH:10][CH:11]=1)[C@@:8]1([CH2:17][O:16][C:15]3[CH:18]=[CH:19][C:20]([C:22]([OH:24])=[O:23])=[CH:21][C:14]=3[N:13]([CH2:25][C@@H:26]3[CH2:29][CH2:28][C@H:27]3[C@@H:30]([OH:36])/[CH:46]=[CH:45]/[CH2:44][C:38]([CH3:47])([CH3:37])[CH2:39][S:40](=[O:42])(=[O:41])[NH2:43])[CH2:12]1)[CH2:7][CH2:6][CH2:5]2. The yield is 0.810. (2) The reactants are [CH3:1][C:2]1[O:6][N:5]=[C:4]([C:7]2[CH:12]=[CH:11][CH:10]=[CH:9][CH:8]=2)[C:3]=1[CH2:13][O:14][C:15]1[N:20]=[N:19][C:18]([NH2:21])=[CH:17][CH:16]=1.[C:22](Cl)(=[O:27])[C:23]([CH3:26])([CH3:25])[CH3:24]. No catalyst specified. The product is [CH3:24][C:23]([CH3:26])([CH3:25])[C:22]([NH:21][C:18]1[N:19]=[N:20][C:15]([O:14][CH2:13][C:3]2[C:4]([C:7]3[CH:8]=[CH:9][CH:10]=[CH:11][CH:12]=3)=[N:5][O:6][C:2]=2[CH3:1])=[CH:16][CH:17]=1)=[O:27]. The yield is 0.870. (3) The reactants are [Cl:1][C:2]1[CH:7]=[CH:6][C:5]([CH:8]2[CH2:13][CH2:12][CH2:11][NH:10][CH2:9]2)=[CH:4][CH:3]=1.C(#N)C.[F:17][C:18]([F:23])([F:22])[CH:19]1[CH2:21][O:20]1. The catalyst is ClCCl. The product is [Cl:1][C:2]1[CH:3]=[CH:4][C:5]([CH:8]2[CH2:13][CH2:12][CH2:11][N:10]([CH2:21][CH:19]([OH:20])[C:18]([F:23])([F:22])[F:17])[CH2:9]2)=[CH:6][CH:7]=1. The yield is 0.960. (4) The reactants are C([C:3]1[CH:4]=[CH:5][C:6]([C:9]#[N:10])=[N:7][CH:8]=1)#N.[N:11]1C=CC=CC=1.Cl[C:18]([O:20][CH2:21][C:22]([Cl:25])([Cl:24])[Cl:23])=[O:19].O. The catalyst is O1CCCC1. The product is [C:9]([C:6]1[N:7]=[CH:8][C:3]([NH:11][C:18](=[O:19])[O:20][CH2:21][C:22]([Cl:25])([Cl:24])[Cl:23])=[CH:4][CH:5]=1)#[N:10]. The yield is 0.920. (5) The reactants are [Br:1][C:2]1[CH:3]=[C:4]([N:9]([CH2:19][CH:20](OCC)OCC)[S:10]([C:13]2[CH:18]=[CH:17][CH:16]=[CH:15][CH:14]=2)(=[O:12])=[O:11])[CH:5]=[CH:6][C:7]=1[CH3:8].C(=O)([O-])O.[Na+]. The catalyst is C1(C)C=CC=CC=1.[Ti](Cl)(Cl)(Cl)Cl. The product is [C:13]1([S:10]([N:9]2[C:4]3[C:5](=[CH:6][C:7]([CH3:8])=[C:2]([Br:1])[CH:3]=3)[CH:20]=[CH:19]2)(=[O:11])=[O:12])[CH:18]=[CH:17][CH:16]=[CH:15][CH:14]=1. The yield is 0.500.